Dataset: Catalyst prediction with 721,799 reactions and 888 catalyst types from USPTO. Task: Predict which catalyst facilitates the given reaction. (1) Reactant: Br[C:2]1[CH:3]=[C:4]([CH:19]=[CH:20][C:21]=1[F:22])[C:5]([NH:7][C:8]1[CH:13]=[CH:12][C:11]([O:14][C:15]([F:18])([F:17])[F:16])=[CH:10][CH:9]=1)=[O:6].[S:23]1[CH:27]=[CH:26][N:25]=[CH:24]1.CC([O-])=O.[K+]. Product: [F:22][C:21]1[CH:20]=[CH:19][C:4]([C:5]([NH:7][C:8]2[CH:13]=[CH:12][C:11]([O:14][C:15]([F:18])([F:17])[F:16])=[CH:10][CH:9]=2)=[O:6])=[CH:3][C:2]=1[C:27]1[S:23][CH:24]=[N:25][CH:26]=1. The catalyst class is: 318. (2) Reactant: [Cl:1][C:2]1[CH:25]=[N:24][C:5]2=[N:6][C:7]([N:12]3[CH2:15][CH:14]([NH:16][C:17](=[O:23])[O:18][C:19]([CH3:22])([CH3:21])[CH3:20])[CH2:13]3)=[C:8]([NH:10][NH2:11])[N:9]=[C:4]2[CH:3]=1.[CH:26](OC)(OC)OC. Product: [Cl:1][C:2]1[CH:25]=[N:24][C:5]2[N:6]=[C:7]([N:12]3[CH2:15][CH:14]([NH:16][C:17](=[O:23])[O:18][C:19]([CH3:20])([CH3:21])[CH3:22])[CH2:13]3)[C:8]3[N:9]([CH:26]=[N:11][N:10]=3)[C:4]=2[CH:3]=1. The catalyst class is: 28. (3) Reactant: [OH:1][CH2:2][NH:3][C:4]([C:6]1[S:10][N:9]=[C:8]([Cl:11])[C:7]=1[Cl:12])=[O:5].[F:13][C:14]([F:25])([F:24])[C:15]1[CH:20]=[CH:19][C:18]([N:21]=[C:22]=[O:23])=[CH:17][CH:16]=1. Product: [F:13][C:14]([F:24])([F:25])[C:15]1[CH:16]=[CH:17][C:18]([NH:21][C:22]([O:1][CH2:2][NH:3][C:4]([C:6]2[S:10][N:9]=[C:8]([Cl:11])[C:7]=2[Cl:12])=[O:5])=[O:23])=[CH:19][CH:20]=1. The catalyst class is: 202. (4) Reactant: [CH3:1][C:2]1[N:7]([C:8]2[CH:13]=[CH:12][CH:11]=[CH:10][CH:9]=2)[C:6](=[O:14])[C:5]([CH3:15])=[C:4]([CH3:16])[N:3]=1.O=[CH:18][C:19]1[CH:27]=[CH:26][CH:25]=[C:22]([O:23][CH3:24])[C:20]=1[OH:21]. Product: [OH:21][C:20]1[C:22]([O:23][CH3:24])=[CH:25][CH:26]=[CH:27][C:19]=1[CH:18]=[CH:1][C:2]1[N:7]([C:8]2[CH:9]=[CH:10][CH:11]=[CH:12][CH:13]=2)[C:6](=[O:14])[C:5]([CH3:15])=[C:4]([CH3:16])[N:3]=1. The catalyst class is: 52. (5) Reactant: [Cl:1][C:2]1[CH:7]=[CH:6][CH:5]=[CH:4][C:3]=1[CH2:8][CH2:9][N:10]1[CH:14]=[C:13]([C:15]2[CH:20]=[C:19]([C:21]#[N:22])[CH:18]=[CH:17][N:16]=2)[N:12]=[CH:11]1.C1C(=O)N([Br:30])C(=O)C1. Product: [Br:30][C:14]1[N:10]([CH2:9][CH2:8][C:3]2[CH:4]=[CH:5][CH:6]=[CH:7][C:2]=2[Cl:1])[CH:11]=[N:12][C:13]=1[C:15]1[CH:20]=[C:19]([C:21]#[N:22])[CH:18]=[CH:17][N:16]=1. The catalyst class is: 2.